Dataset: Reaction yield outcomes from USPTO patents with 853,638 reactions. Task: Predict the reaction yield, written as a fraction of the theoretical maximum amount of product (1.0 means a 100% yield; for example, 0.34 means a 34% yield). (1) The reactants are C(OC([N:8]1[CH2:12][CH:11]([OH:13])[CH:10]([N:14]2[CH2:19][CH2:18][N:17]([C:20](=[O:28])[C:21]3[CH:26]=[CH:25][C:24]([Cl:27])=[CH:23][CH:22]=3)[CH2:16][CH2:15]2)[CH2:9]1)=O)(C)(C)C.Cl.O1CCOCC1. The catalyst is C(Cl)Cl.CCOCC. The product is [Cl:27][C:24]1[CH:25]=[CH:26][C:21]([C:20]([N:17]2[CH2:18][CH2:19][N:14]([CH:10]3[CH:11]([OH:13])[CH2:12][NH:8][CH2:9]3)[CH2:15][CH2:16]2)=[O:28])=[CH:22][CH:23]=1. The yield is 0.990. (2) The reactants are [N:1]1([C:7]2[CH:12]=[CH:11][C:10]([NH:13][C:14]([C:16]3[CH:25]=[C:24](Cl)[C:23]4[C:18](=[C:19]([Br:29])[CH:20]=[C:21]([O:27][CH3:28])[CH:22]=4)[N:17]=3)=[O:15])=[CH:9][CH:8]=2)[CH2:6][CH2:5][O:4][CH2:3][CH2:2]1.[CH3:30][NH:31][CH3:32]. The catalyst is O1CCCC1. The product is [N:1]1([C:7]2[CH:12]=[CH:11][C:10]([NH:13][C:14]([C:16]3[CH:25]=[C:24]([N:31]([CH3:32])[CH3:30])[C:23]4[C:18](=[C:19]([Br:29])[CH:20]=[C:21]([O:27][CH3:28])[CH:22]=4)[N:17]=3)=[O:15])=[CH:9][CH:8]=2)[CH2:6][CH2:5][O:4][CH2:3][CH2:2]1. The yield is 0.920. (3) The reactants are C[O:2][C:3](=O)[C:4]1[CH:9]=[CH:8][C:7]([NH:10][C:11](=[O:26])[CH:12]([C:19]2[CH:24]=[CH:23][C:22]([Cl:25])=[CH:21][CH:20]=2)[CH2:13][CH:14]2[CH2:18][CH2:17][CH2:16][CH2:15]2)=[N:6][CH:5]=1.[H-].[Al+3].[Li+].[H-].[H-].[H-]. The catalyst is O1CCCC1. The product is [Cl:25][C:22]1[CH:21]=[CH:20][C:19]([CH:12]([CH2:13][CH:14]2[CH2:15][CH2:16][CH2:17][CH2:18]2)[C:11]([NH:10][C:7]2[CH:8]=[CH:9][C:4]([CH2:3][OH:2])=[CH:5][N:6]=2)=[O:26])=[CH:24][CH:23]=1. The yield is 0.161. (4) The reactants are [CH:1]([O:4][C:5]1[CH:6]=[C:7]([CH:25]=[CH:26][CH:27]=1)[CH2:8][C:9]1[C:18]2[C:13](=[CH:14][C:15]([O:21][CH3:22])=[C:16]([O:19][CH3:20])[CH:17]=2)[C:12]([CH:23]=[O:24])=[CH:11][N:10]=1)([CH3:3])[CH3:2].[Se](=O)=[O:29]. The catalyst is C(OCC)(=O)C. The product is [CH:1]([O:4][C:5]1[CH:6]=[C:7]([CH:25]=[CH:26][CH:27]=1)[C:8]([C:9]1[C:18]2[C:13](=[CH:14][C:15]([O:21][CH3:22])=[C:16]([O:19][CH3:20])[CH:17]=2)[C:12]([CH:23]=[O:24])=[CH:11][N:10]=1)=[O:29])([CH3:3])[CH3:2]. The yield is 0.770. (5) The reactants are Cl[C:2]1[CH:7]=[N:6][CH:5]=[CH:4][N:3]=1.CC([CH2:12][N:13]([CH2:17][CH2:18][N:19]1[CH:23]=[C:22]([C:24]2[CH:25]=[C:26]3[C:31](=[CH:32][CH:33]=2)[N:30]([C:34](=[O:36])[CH3:35])[C@@H:29]([CH3:37])[CH2:28][C@H:27]3[NH2:38])[CH:21]=[N:20]1)[C:14](=[O:16])[O-:15])(C)C.C1(P(C2CCCCC2)[C:46]2C=CC=[CH:48][C:47]=2[C:52]2C(N(C)C)=CC=CC=2)CCCCC1.CC(C)([O-])C.[Na+]. The catalyst is O1CCOCC1.C1C=CC(/C=C/C(/C=C/C2C=CC=CC=2)=O)=CC=1.C1C=CC(/C=C/C(/C=C/C2C=CC=CC=2)=O)=CC=1.C1C=CC(/C=C/C(/C=C/C2C=CC=CC=2)=O)=CC=1.[Pd].[Pd]. The product is [C:34]([N:30]1[C:31]2[C:26](=[CH:25][C:24]([C:22]3[CH:21]=[N:20][N:19]([CH2:18][CH2:17][N:13]([CH3:12])[C:14](=[O:16])[O:15][C:47]([CH3:52])([CH3:48])[CH3:46])[CH:23]=3)=[CH:33][CH:32]=2)[C@H:27]([NH:38][C:2]2[CH:7]=[N:6][CH:5]=[CH:4][N:3]=2)[CH2:28][C@@H:29]1[CH3:37])(=[O:36])[CH3:35]. The yield is 0.569. (6) The yield is 0.810. The product is [N:22]([C@H:9]([C:6]1[CH:7]=[CH:8][C:3]([C:2]([F:15])([F:14])[F:1])=[CH:4][CH:5]=1)[C@@H:10]([OH:11])[CH2:12][OH:13])=[N+:23]=[N-:24]. The catalyst is C(#N)C. The reactants are [F:1][C:2]([F:15])([F:14])[C:3]1[CH:8]=[CH:7][C:6]([C@@H:9]2[O:11][C@H:10]2[CH2:12][OH:13])=[CH:5][CH:4]=1.Cl([O-])(=O)(=O)=O.[Li+].[N-:22]=[N+:23]=[N-:24].[Na+].